Predict the reactants needed to synthesize the given product. From a dataset of Full USPTO retrosynthesis dataset with 1.9M reactions from patents (1976-2016). (1) Given the product [CH2:2]([O:4][C:5](=[O:8])[CH2:6]/[N:7]=[CH:9]/[C:10]1[CH:15]=[CH:14][CH:13]=[CH:12][CH:11]=1)[CH3:3], predict the reactants needed to synthesize it. The reactants are: Cl.[CH2:2]([O:4][C:5](=[O:8])[CH2:6][NH2:7])[CH3:3].[CH:9](=O)[C:10]1[CH:15]=[CH:14][CH:13]=[CH:12][CH:11]=1.C(OC)(OC)OC.C(N(CC)CC)C. (2) Given the product [C:2]([N:6]1[CH2:7][CH2:8][CH:9]([C:12]2[CH:17]=[CH:16][C:15]([C:18]([NH2:20])=[O:19])=[C:14]([NH:21][C:22]3[CH:27]=[CH:26][C:25]([C:28]([N:30]4[CH2:35][CH2:34][N:33]([C:36](=[O:42])[CH2:37][CH2:38][CH2:39][CH2:40][NH:41][C:65]([NH:64][C:61]5[CH:62]=[CH:63][C:58]([C:50]6[C:49]7[N:45]([C:46]([CH3:68])=[CH:47][C:48]=7[CH3:67])[B:44]([F:69])([F:43])[N:55]7[C:51]=6[C:52]([CH3:57])=[CH:53][C:54]=7[CH3:56])=[CH:59][CH:60]=5)=[S:66])[CH2:32][CH2:31]4)=[O:29])=[CH:24][CH:23]=3)[N:13]=2)[CH2:10][CH2:11]1)(=[O:5])[CH:3]=[CH2:4], predict the reactants needed to synthesize it. The reactants are: Cl.[C:2]([N:6]1[CH2:11][CH2:10][CH:9]([C:12]2[CH:17]=[CH:16][C:15]([C:18]([NH2:20])=[O:19])=[C:14]([NH:21][C:22]3[CH:27]=[CH:26][C:25]([C:28]([N:30]4[CH2:35][CH2:34][N:33]([C:36](=[O:42])[CH2:37][CH2:38][CH2:39][CH2:40][NH2:41])[CH2:32][CH2:31]4)=[O:29])=[CH:24][CH:23]=3)[N:13]=2)[CH2:8][CH2:7]1)(=[O:5])[CH:3]=[CH2:4].[F:43][B:44]1([F:69])[N:55]2[C:51]([C:52]([CH3:57])=[CH:53][C:54]=2[CH3:56])=[C:50]([C:58]2[CH:63]=[CH:62][C:61]([N:64]=[C:65]=[S:66])=[CH:60][CH:59]=2)[C:49]2[N:45]1[C:46]([CH3:68])=[CH:47][C:48]=2[CH3:67].CCN(C(C)C)C(C)C.CC#N.CO. (3) Given the product [F:22][CH2:21][CH2:20][N:1]1[CH2:6][CH2:5][CH:4]([C:7]#[N:8])[CH2:3][CH2:2]1, predict the reactants needed to synthesize it. The reactants are: [NH:1]1[CH2:6][CH2:5][CH:4]([C:7]#[N:8])[CH2:3][CH2:2]1.CC1C=CC(S(O[CH2:20][CH2:21][F:22])(=O)=O)=CC=1.C([O-])([O-])=O.[K+].[K+].